From a dataset of Peptide-MHC class I binding affinity with 185,985 pairs from IEDB/IMGT. Regression. Given a peptide amino acid sequence and an MHC pseudo amino acid sequence, predict their binding affinity value. This is MHC class I binding data. The peptide sequence is LTDDMIAAY. The MHC is HLA-B58:01 with pseudo-sequence HLA-B58:01. The binding affinity (normalized) is 0.182.